From a dataset of NCI-60 drug combinations with 297,098 pairs across 59 cell lines. Regression. Given two drug SMILES strings and cell line genomic features, predict the synergy score measuring deviation from expected non-interaction effect. Drug 1: C1CN1P(=S)(N2CC2)N3CC3. Drug 2: C1CN1C2=NC(=NC(=N2)N3CC3)N4CC4. Cell line: OVCAR-5. Synergy scores: CSS=37.5, Synergy_ZIP=-8.70, Synergy_Bliss=-4.01, Synergy_Loewe=-9.20, Synergy_HSA=-2.43.